Dataset: Full USPTO retrosynthesis dataset with 1.9M reactions from patents (1976-2016). Task: Predict the reactants needed to synthesize the given product. Given the product [C:22]1([CH3:32])[CH:23]=[CH:24][C:25]([S:28]([OH:31])(=[O:29])=[O:30])=[CH:26][CH:27]=1.[CH3:1][O:2][C:3]1[CH:4]=[C:5]2[C:9](=[CH:10][C:11]=1[O:12][CH3:13])[C:8](=[O:14])[CH:7]([CH2:15][CH:16]1[CH2:21][CH2:20][NH:19][CH2:18][CH2:17]1)[CH2:6]2, predict the reactants needed to synthesize it. The reactants are: [CH3:1][O:2][C:3]1[CH:4]=[C:5]2[C:9](=[CH:10][C:11]=1[O:12][CH3:13])[C:8](=[O:14])[CH:7]([CH2:15][C:16]1[CH:21]=[CH:20][N:19]=[CH:18][CH:17]=1)[CH2:6]2.[C:22]1([CH3:32])[CH:27]=[CH:26][C:25]([S:28]([OH:31])(=[O:30])=[O:29])=[CH:24][CH:23]=1.